This data is from Full USPTO retrosynthesis dataset with 1.9M reactions from patents (1976-2016). The task is: Predict the reactants needed to synthesize the given product. (1) Given the product [C:1]([C:4]1[CH:9]=[CH:8][C:7]([C:10]2[C:11]([C:16]([NH:18][C:19]3[CH:42]=[CH:41][C:22]([NH:23][C:24](=[O:40])[CH2:25][C:26]4[CH:27]=[CH:28][CH:29]=[C:30]([NH2:32])[N:31]=4)=[CH:21][CH:20]=3)=[O:17])=[CH:12][CH:13]=[CH:14][CH:15]=2)=[CH:6][CH:5]=1)(=[O:3])[CH3:2], predict the reactants needed to synthesize it. The reactants are: [C:1]([C:4]1[CH:9]=[CH:8][C:7]([C:10]2[CH:15]=[CH:14][CH:13]=[CH:12][C:11]=2[C:16]([NH:18][C:19]2[CH:42]=[CH:41][C:22]([NH:23][C:24](=[O:40])[CH2:25][C:26]3[N:31]=[C:30]([NH:32]C(=O)OC(C)(C)C)[CH:29]=[CH:28][CH:27]=3)=[CH:21][CH:20]=2)=[O:17])=[CH:6][CH:5]=1)(=[O:3])[CH3:2].FC(F)(F)C(O)=O.C(=O)([O-])[O-].[K+].[K+]. (2) Given the product [BrH:20].[NH2:1][C:2]1[C:3]([OH:17])=[C:4]([C:9]2[O:13][C:12]([C:14]([OH:16])=[O:15])=[CH:11][CH:10]=2)[CH:5]=[C:6]([CH3:8])[CH:7]=1, predict the reactants needed to synthesize it. The reactants are: [NH2:1][C:2]1[C:3]([O:17]C)=[C:4]([C:9]2[O:13][C:12]([C:14]([OH:16])=[O:15])=[CH:11][CH:10]=2)[CH:5]=[C:6]([CH3:8])[CH:7]=1.B(Br)(Br)[Br:20]. (3) Given the product [Cl:1][C:2]1[C:3]([CH2:13][O:14][C:15]2[CH:16]=[N:17][C:18]([O:22][CH2:23][C:24]([F:28])([F:29])[CH:25]([F:26])[F:27])=[C:19]([Cl:21])[CH:20]=2)=[CH:4][C:5]([F:12])=[C:6]([CH:11]=1)[C:7]([OH:9])=[O:8], predict the reactants needed to synthesize it. The reactants are: [Cl:1][C:2]1[C:3]([CH2:13][O:14][C:15]2[CH:16]=[N:17][C:18]([O:22][CH2:23][C:24]([F:29])([F:28])[CH:25]([F:27])[F:26])=[C:19]([Cl:21])[CH:20]=2)=[CH:4][C:5]([F:12])=[C:6]([CH:11]=1)[C:7]([O:9]C)=[O:8].[OH-].[Li+].